The task is: Predict the product of the given reaction.. This data is from Forward reaction prediction with 1.9M reactions from USPTO patents (1976-2016). (1) Given the reactants [Br:1][C:2]1[CH:7]=[CH:6][C:5]([C:8]2[CH2:12][CH2:11][CH2:10][C:9]=2[CH2:13][OH:14])=[CH:4][CH:3]=1, predict the reaction product. The product is: [Br:1][C:2]1[CH:3]=[CH:4][C:5]([C:8]2[CH2:12][CH2:11][CH2:10][C:9]=2[CH:13]=[O:14])=[CH:6][CH:7]=1. (2) Given the reactants [CH:1]12[CH2:9][CH:5]([CH2:6][NH:7][CH2:8]1)[CH2:4][NH:3][CH2:2]2.Br[C:11]1[CH:12]=[N:13][CH:14]=[CH:15][CH:16]=1.C1C=CC(P(C2C(C3C(P(C4C=CC=CC=4)C4C=CC=CC=4)=CC=C4C=3C=CC=C4)=C3C(C=CC=C3)=CC=2)C2C=CC=CC=2)=CC=1.CC([O-])(C)C.[Na+], predict the reaction product. The product is: [N:13]1[CH:14]=[CH:15][CH:16]=[C:11]([N:3]2[CH2:4][CH:5]3[CH2:9][CH:1]([CH2:8][NH:7][CH2:6]3)[CH2:2]2)[CH:12]=1.